From a dataset of Reaction yield outcomes from USPTO patents with 853,638 reactions. Predict the reaction yield, written as a fraction of the theoretical maximum amount of product (1.0 means a 100% yield; for example, 0.34 means a 34% yield). (1) The yield is 0.920. The reactants are [C:1](/[C:3](/[C:27]1[CH:32]=[CH:31][C:30]([O:33][CH3:34])=[C:29]([O:35][CH3:36])[CH:28]=1)=[CH:4]\[C:5]1[S:9][C:8]([N:10]2[CH2:15][CH2:14][CH:13]([O:16][C:17](=[O:26])[CH2:18][N:19]3[CH2:25][CH2:24][CH2:23][CH2:22][CH2:21][CH2:20]3)[CH2:12][CH2:11]2)=[CH:7][CH:6]=1)#[N:2].[CH3:37][S:38]([OH:41])(=[O:40])=[O:39]. The product is [CH3:37][S:38]([OH:41])(=[O:40])=[O:39].[C:1](/[C:3](/[C:27]1[CH:32]=[CH:31][C:30]([O:33][CH3:34])=[C:29]([O:35][CH3:36])[CH:28]=1)=[CH:4]\[C:5]1[S:9][C:8]([N:10]2[CH2:11][CH2:12][CH:13]([O:16][C:17](=[O:26])[CH2:18][N:19]3[CH2:25][CH2:24][CH2:23][CH2:22][CH2:21][CH2:20]3)[CH2:14][CH2:15]2)=[CH:7][CH:6]=1)#[N:2]. The catalyst is CO. (2) The reactants are [NH2:1][C:2]1[CH:7]=[C:6]([Cl:8])[CH:5]=[CH:4][C:3]=1[S:9][CH2:10][C:11]1[N:12]=[C:13]([NH:16][C:17](=[O:23])[O:18][C:19]([CH3:22])([CH3:21])[CH3:20])[S:14][CH:15]=1.[O:24]1[C:28]2[CH:29]=[CH:30][CH:31]=[CH:32][C:27]=2[CH:26]=[C:25]1[S:33](Cl)(=[O:35])=[O:34]. The catalyst is N1C=CC=CC=1. The product is [O:24]1[C:28]2[CH:29]=[CH:30][CH:31]=[CH:32][C:27]=2[CH:26]=[C:25]1[S:33]([NH:1][C:2]1[CH:7]=[C:6]([Cl:8])[CH:5]=[CH:4][C:3]=1[S:9][CH2:10][C:11]1[N:12]=[C:13]([NH:16][C:17](=[O:23])[O:18][C:19]([CH3:20])([CH3:22])[CH3:21])[S:14][CH:15]=1)(=[O:35])=[O:34]. The yield is 0.540. (3) The reactants are [Cl:1][C:2]1[CH:3]=[C:4]([CH2:9][C:10]([O:12][CH2:13][CH3:14])=[O:11])[CH:5]=[CH:6][C:7]=1[OH:8].[Br:15]Br. The catalyst is C(Cl)(Cl)(Cl)Cl. The product is [Br:15][C:6]1[CH:5]=[C:4]([CH2:9][C:10]([O:12][CH2:13][CH3:14])=[O:11])[CH:3]=[C:2]([Cl:1])[C:7]=1[OH:8]. The yield is 0.800. (4) The reactants are C([O:3][C:4](=O)[CH2:5][C:6]1[N:7]=[C:8]([NH:11][C:12](=[O:30])[CH:13]([C:20]2[CH:25]=[CH:24][C:23]([S:26]([CH3:29])(=[O:28])=[O:27])=[CH:22][CH:21]=2)[CH2:14][CH:15]2[CH2:19][CH2:18][CH2:17][CH2:16]2)[S:9][CH:10]=1)C.[H-].[Al+3].[Li+].[H-].[H-].[H-]. The catalyst is C(OCC)C. The product is [CH:15]1([CH2:14][CH:13]([C:20]2[CH:25]=[CH:24][C:23]([S:26]([CH3:29])(=[O:28])=[O:27])=[CH:22][CH:21]=2)[C:12]([NH:11][C:8]2[S:9][CH:10]=[C:6]([CH2:5][CH2:4][OH:3])[N:7]=2)=[O:30])[CH2:16][CH2:17][CH2:18][CH2:19]1. The yield is 0.180. (5) The reactants are [BH4-].[Na+].[Cl-].[Ca+2].[Cl-].[C:6]([C:8]1[CH:13]=[CH:12][CH:11]=[CH:10][C:9]=1[C:14]1[CH:19]=[CH:18][C:17]([CH2:20][C:21]2[C:26](=[O:27])[N:25]([C:28]3[CH:43]=[CH:42][C:31]([O:32][C:33]4([C:37](OCC)=[O:38])[CH2:36][CH2:35][CH2:34]4)=[CH:30][CH:29]=3)[C:24]([CH2:44][CH3:45])=[N:23][C:22]=2[CH2:46][CH2:47][CH3:48])=[CH:16][CH:15]=1)#[N:7]. The catalyst is O1CCCC1.C(O)C.C(OCC)(=O)C. The product is [CH2:44]([C:24]1[N:25]([C:28]2[CH:43]=[CH:42][C:31]([O:32][C:33]3([CH2:37][OH:38])[CH2:34][CH2:35][CH2:36]3)=[CH:30][CH:29]=2)[C:26](=[O:27])[C:21]([CH2:20][C:17]2[CH:16]=[CH:15][C:14]([C:9]3[C:8]([C:6]#[N:7])=[CH:13][CH:12]=[CH:11][CH:10]=3)=[CH:19][CH:18]=2)=[C:22]([CH2:46][CH2:47][CH3:48])[N:23]=1)[CH3:45]. The yield is 0.730. (6) The reactants are C([O:8][C:9]1[CH:13]=[C:12](/[CH:14]=[CH:15]/[C:16]2[CH:21]=[CH:20][CH:19]=[CH:18][N:17]=2)[N:11]([C:22]2[CH:27]=[CH:26][CH:25]=[CH:24][CH:23]=2)[N:10]=1)C1C=CC=CC=1. The catalyst is [Pd].O1CCCC1. The product is [C:22]1([N:11]2[C:12](/[CH:14]=[CH:15]/[C:16]3[CH:21]=[CH:20][CH:19]=[CH:18][N:17]=3)=[CH:13][C:9]([OH:8])=[N:10]2)[CH:23]=[CH:24][CH:25]=[CH:26][CH:27]=1. The yield is 0.800. (7) The reactants are [H-].[Na+].C(OCCOCCO)C.Cl[C:13]1[CH:19]=[CH:18][C:17]([C:20]([F:23])([F:22])[F:21])=[CH:16][C:14]=1[NH2:15].[C:24](=[S:26])=[S:25]. No catalyst specified. The product is [SH:26][C:24]1[S:25][C:13]2[CH:19]=[CH:18][C:17]([C:20]([F:23])([F:22])[F:21])=[CH:16][C:14]=2[N:15]=1. The yield is 0.440. (8) The reactants are [CH3:1][NH2:2].[CH:3]([C:5]1[CH:6]=[C:7]([CH:12]=[CH:13][CH:14]=1)[C:8](OC)=[O:9])=[O:4].C[Al](C)C.C1(C)C=CC=CC=1. The catalyst is C1COCC1. The product is [CH:3]([C:5]1[CH:6]=[C:7]([CH:12]=[CH:13][CH:14]=1)[C:8]([NH:2][CH3:1])=[O:9])=[O:4]. The yield is 0.580.